This data is from Forward reaction prediction with 1.9M reactions from USPTO patents (1976-2016). The task is: Predict the product of the given reaction. (1) The product is: [Cl:1][C:2]1[CH:3]=[C:4]2[C:13](=[CH:14][CH:15]=1)[C:12]([NH:28][CH2:27][CH2:26][CH2:25][CH2:24][N:19]1[CH2:23][CH2:22][CH2:21][CH2:20]1)=[C:11]1[C:6]([CH:7]=[CH:8][C:9]([O:17][CH3:18])=[CH:10]1)=[N:5]2. Given the reactants [Cl:1][C:2]1[CH:3]=[C:4]2[C:13](=[CH:14][CH:15]=1)[C:12](Cl)=[C:11]1[C:6]([CH:7]=[CH:8][C:9]([O:17][CH3:18])=[CH:10]1)=[N:5]2.[N:19]1([CH2:24][CH2:25][CH2:26][CH2:27][NH2:28])[CH2:23][CH2:22][CH2:21][CH2:20]1, predict the reaction product. (2) Given the reactants Br[C:2]1[CH:3]=[CH:4][C:5]([N:10]2[CH:14]=[C:13]([CH3:15])[N:12]=[CH:11]2)=[C:6]([CH:9]=1)[C:7]#[N:8].[Cl:16][C:17]1[CH:29]=[C:28]([Cl:30])[CH:27]=[CH:26][C:18]=1[CH2:19][N:20]1[CH:24]=[N:23][C:22]([NH2:25])=[N:21]1, predict the reaction product. The product is: [Cl:16][C:17]1[CH:29]=[C:28]([Cl:30])[CH:27]=[CH:26][C:18]=1[CH2:19][N:20]1[CH:24]=[N:23][C:22]([NH:25][C:2]2[CH:3]=[CH:4][C:5]([N:10]3[CH:14]=[C:13]([CH3:15])[N:12]=[CH:11]3)=[C:6]([CH:9]=2)[C:7]#[N:8])=[N:21]1.